Predict the product of the given reaction. From a dataset of Forward reaction prediction with 1.9M reactions from USPTO patents (1976-2016). (1) Given the reactants Cl.[CH3:2][O:3][C:4]1[CH:9]=[CH:8][C:7]([NH:10][NH2:11])=[CH:6][CH:5]=1.C([O-])([O-])=O.[K+].[K+].[Cl:18][C:19]1[CH:20]=[C:21]([C:26](=O)/[CH:27]=[C:28](\O)/[CH2:29][O:30][CH:31]2[CH2:36][CH2:35][CH2:34][CH2:33][O:32]2)[CH:22]=[CH:23][C:24]=1[Cl:25], predict the reaction product. The product is: [Cl:18][C:19]1[CH:20]=[C:21]([C:26]2[N:10]([C:7]3[CH:8]=[CH:9][C:4]([O:3][CH3:2])=[CH:5][CH:6]=3)[N:11]=[C:28]([CH2:29][O:30][CH:31]3[CH2:36][CH2:35][CH2:34][CH2:33][O:32]3)[CH:27]=2)[CH:22]=[CH:23][C:24]=1[Cl:25]. (2) Given the reactants O[C:2]1[C:7]([C:8]([F:11])([F:10])[F:9])=[CH:6][C:5]([Br:12])=[CH:4][N:3]=1.O=P(Cl)(Cl)[Cl:15], predict the reaction product. The product is: [Cl:15][C:2]1[C:7]([C:8]([F:11])([F:10])[F:9])=[CH:6][C:5]([Br:12])=[CH:4][N:3]=1.